This data is from Forward reaction prediction with 1.9M reactions from USPTO patents (1976-2016). The task is: Predict the product of the given reaction. (1) Given the reactants N(C(C)(C)C#N)=NC(C)(C)C#N.[Br:13]N1C(=O)CCC1=O.[F:21][C:22]1[CH:23]=[C:24]2[C:29](=[CH:30][CH:31]=1)[N:28]([CH3:32])[C:27](=[O:33])[CH:26]=[C:25]2[CH3:34], predict the reaction product. The product is: [Br:13][CH2:34][C:25]1[C:24]2[C:29](=[CH:30][CH:31]=[C:22]([F:21])[CH:23]=2)[N:28]([CH3:32])[C:27](=[O:33])[CH:26]=1. (2) Given the reactants [CH3:1][O:2][C:3]([C:5]1[S:9][C:8](N)=[N:7][C:6]=1[CH2:11][CH3:12])=[O:4].C[Si](C)(C)[N-][Si](C)(C)C.[Li+].[N:23]1[CH:28]=[CH:27][CH:26]=[C:25]([O:29][CH2:30][C:31]2[CH:39]=[CH:38][C:34]([C:35](O)=[O:36])=[C:33]([C:40]3[CH:45]=[CH:44][CH:43]=[CH:42][CH:41]=3)[CH:32]=2)[CH:24]=1.[C:46](N1C=CN=C1)(N1C=CN=C1)=O.[N-]1C=CN=C1.S1C=CN=C1, predict the reaction product. The product is: [CH2:1]([O:2][C:3]([C:5]1[S:9][C:8]([C:35](=[O:36])[C:34]2[CH:38]=[CH:39][C:31]([CH2:30][O:29][C:25]3[CH:24]=[N:23][CH:28]=[CH:27][CH:26]=3)=[CH:32][C:33]=2[C:40]2[CH:45]=[CH:44][CH:43]=[CH:42][CH:41]=2)=[N:7][C:6]=1[CH2:11][CH3:12])=[O:4])[CH3:46]. (3) Given the reactants [NH2:1][C@H:2]([C:33]1[CH:38]=[CH:37][CH:36]=[CH:35][CH:34]=1)[CH2:3][N:4]1[C:9](=[O:10])[C:8]([C:11]2[CH:16]=[CH:15][CH:14]=[C:13]([O:17][CH3:18])[C:12]=2[Cl:19])=[CH:7][N:6]([CH2:20][C:21]2[C:26]([C:27]([F:30])([F:29])[F:28])=[CH:25][CH:24]=[CH:23][C:22]=2[F:31])[C:5]1=[O:32].C([O-])([O-])=O.[Na+].[Na+].Br[CH2:46][CH2:47][CH2:48][C:49]([O:51][CH2:52][CH3:53])=[O:50], predict the reaction product. The product is: [CH2:52]([O:51][C:49]([CH2:48][CH2:47][CH2:46][NH:1][C@H:2]([C:33]1[CH:38]=[CH:37][CH:36]=[CH:35][CH:34]=1)[CH2:3][N:4]1[C:9](=[O:10])[C:8]([C:11]2[CH:16]=[CH:15][CH:14]=[C:13]([O:17][CH3:18])[C:12]=2[Cl:19])=[CH:7][N:6]([CH2:20][C:21]2[C:26]([C:27]([F:28])([F:30])[F:29])=[CH:25][CH:24]=[CH:23][C:22]=2[F:31])[C:5]1=[O:32])=[O:50])[CH3:53]. (4) Given the reactants FC(F)(F)C(O)=O.[Cl:8][C:9]1[CH:10]=[C:11]([O:22][C:23]2[C:35]([F:36])=[CH:34][C:26]([C:27]([O:29]C(C)(C)C)=[O:28])=[C:25]([F:37])[CH:24]=2)[CH:12]=[N:13][C:14]=1[O:15][CH:16]1[CH2:21][CH2:20][O:19][CH2:18][CH2:17]1, predict the reaction product. The product is: [Cl:8][C:9]1[CH:10]=[C:11]([O:22][C:23]2[C:35]([F:36])=[CH:34][C:26]([C:27]([OH:29])=[O:28])=[C:25]([F:37])[CH:24]=2)[CH:12]=[N:13][C:14]=1[O:15][CH:16]1[CH2:17][CH2:18][O:19][CH2:20][CH2:21]1. (5) Given the reactants CCCC[N+](CCCC)(CCCC)CCCC.[F-].[Si]([O:26][CH2:27][CH2:28][O:29][C:30]1[C:35]([C:36]2[C:41]3[N:42]([CH2:54][C@H:55]4[CH2:60][CH2:59][C@H:58]([CH3:61])[CH2:57][CH2:56]4)[C:43]([N:45]4[CH2:50][CH2:49][O:48][C@@H:47]5[CH2:51][CH2:52][CH2:53][C@@H:46]45)=[N:44][C:40]=3[CH:39]=[C:38]([C:62]3[NH:66][C:65](=[O:67])[O:64][N:63]=3)[N:37]=2)=[CH:34][C:33]([Cl:68])=[CH:32][N:31]=1)(C(C)(C)C)(C)C, predict the reaction product. The product is: [Cl:68][C:33]1[CH:34]=[C:35]([C:36]2[C:41]3[N:42]([CH2:54][C@H:55]4[CH2:60][CH2:59][C@H:58]([CH3:61])[CH2:57][CH2:56]4)[C:43]([N:45]4[CH2:50][CH2:49][O:48][C@@H:47]5[CH2:51][CH2:52][CH2:53][C@@H:46]45)=[N:44][C:40]=3[CH:39]=[C:38]([C:62]3[NH:66][C:65](=[O:67])[O:64][N:63]=3)[N:37]=2)[C:30]([O:29][CH2:28][CH2:27][OH:26])=[N:31][CH:32]=1. (6) Given the reactants [C:1]([C:3]1[C:4]([N:17]2[CH2:22][CH2:21][CH:20]([C:23](O)=[O:24])[CH2:19][CH2:18]2)=[N:5][C:6]([CH:14]([F:16])[F:15])=[C:7]([C:9]([O:11][CH2:12][CH3:13])=[O:10])[CH:8]=1)#[N:2].[F:26][C:27]1[CH:32]=[CH:31][CH:30]=[CH:29][C:28]=1[CH2:33][S:34]([NH2:37])(=[O:36])=[O:35], predict the reaction product. The product is: [C:1]([C:3]1[C:4]([N:17]2[CH2:22][CH2:21][CH:20]([C:23]([NH:37][S:34]([CH2:33][C:28]3[CH:29]=[CH:30][CH:31]=[CH:32][C:27]=3[F:26])(=[O:36])=[O:35])=[O:24])[CH2:19][CH2:18]2)=[N:5][C:6]([CH:14]([F:16])[F:15])=[C:7]([CH:8]=1)[C:9]([O:11][CH2:12][CH3:13])=[O:10])#[N:2].